This data is from Forward reaction prediction with 1.9M reactions from USPTO patents (1976-2016). The task is: Predict the product of the given reaction. (1) Given the reactants [NH2:1][C:2]1[C:7]([C:8]([F:11])([F:10])[F:9])=[CH:6][CH:5]=[CH:4][N:3]=1.C1C(=O)N([Br:19])C(=O)C1, predict the reaction product. The product is: [Br:19][C:5]1[CH:6]=[C:7]([C:8]([F:9])([F:11])[F:10])[C:2]([NH2:1])=[N:3][CH:4]=1. (2) The product is: [OH:1][C@H:2]1[CH2:7][CH2:6][C@H:5]2[C@H:8]3[C@H:18]([CH2:19][CH2:20][C@:3]12[CH3:4])[C@:16]1([CH3:17])[C:11](=[CH:12][C:13](=[O:21])[CH:14]=[CH:15]1)[C:10](=[CH2:22])[CH2:9]3. Given the reactants [OH:1][C@H:2]1[CH2:7][CH2:6][C@H:5]2[C@H:8]3[C@H:18]([CH2:19][CH2:20][C@:3]12[CH3:4])[C@:16]1([CH3:17])[C:11](=[CH:12][C:13](=[O:21])[CH2:14][CH2:15]1)[C:10](=[CH2:22])[CH2:9]3.C1(Cl)C(=O)C(Cl)=C(Cl)C(=O)C=1Cl.FC(F)(F)C(=N[Si](C)(C)C)O[Si](C)(C)C, predict the reaction product. (3) Given the reactants [Cl:1][S:2]([OH:5])(=O)=[O:3].[F:6][C:7]1[CH:12]=[C:11]([F:13])[CH:10]=[CH:9][C:8]=1[CH3:14].C(Cl)(Cl)Cl, predict the reaction product. The product is: [F:13][C:11]1[CH:12]=[C:7]([F:6])[C:8]([CH3:14])=[CH:9][C:10]=1[S:2]([Cl:1])(=[O:5])=[O:3]. (4) Given the reactants Cl[CH2:2][C:3]1[O:4][C:5]([C:8]2[CH:13]=[CH:12][C:11](I)=[CH:10][CH:9]=2)=[N:6][N:7]=1.[NH2:15][CH:16]([CH2:19][OH:20])[CH2:17][OH:18].[I-].[K+].[CH:23]1([NH:26][C:27](=[O:44])[C:28]2[CH:33]=[CH:32][C:31]([CH3:34])=[C:30](B3OC(C)(C)C(C)(C)O3)[CH:29]=2)[CH2:25][CH2:24]1.C(=O)([O-])[O-].[Na+].[Na+], predict the reaction product. The product is: [CH:23]1([NH:26][C:27]([C:28]2[CH:33]=[C:32]([C:11]3[CH:12]=[CH:13][C:8]([C:5]4[O:4][C:3]([CH2:2][NH:15][CH:16]([CH2:19][OH:20])[CH2:17][OH:18])=[N:7][N:6]=4)=[CH:9][CH:10]=3)[C:31]([CH3:34])=[CH:30][CH:29]=2)=[O:44])[CH2:24][CH2:25]1. (5) Given the reactants ClC1C=C(C=CC=1)C(OO)=[O:6].[C:12]12([CH2:22][NH:23][C:24]([C:26]3[C:27]4[CH:28]=[CH:29][C:30]([CH3:37])=[N:31][C:32]=4[CH:33]=[CH:34][C:35]=3[Cl:36])=[O:25])[CH2:21][CH:16]3[CH2:17][CH:18]([CH2:20][CH:14]([CH2:15]3)[CH2:13]1)[CH2:19]2, predict the reaction product. The product is: [C:12]12([CH2:22][NH:23][C:24]([C:26]3[C:27]4[CH:28]=[CH:29][C:30]([CH2:37][OH:6])=[N:31][C:32]=4[CH:33]=[CH:34][C:35]=3[Cl:36])=[O:25])[CH2:13][CH:14]3[CH2:15][CH:16]([CH2:17][CH:18]([CH2:20]3)[CH2:19]1)[CH2:21]2. (6) Given the reactants C(#N)C.[OH:4][CH2:5][CH:6]1[CH2:10][C@@H:9]([C:11]2[N:19]3[C:14]([C:15]([NH:20][C@@H:21]4[C:29]5[C:24](=[CH:25][CH:26]=[CH:27][CH:28]=5)[CH2:23][CH2:22]4)=[N:16][CH:17]=[N:18]3)=[CH:13][CH:12]=2)[CH2:8][C@@H:7]1[O:30][C:31](=[O:38])[C:32]1[CH:37]=[CH:36][CH:35]=[CH:34][CH:33]=1.[S:39](Cl)(=[O:42])(=[O:41])[NH2:40], predict the reaction product. The product is: [C@@H:21]1([NH:20][C:15]2[C:14]3=[CH:13][CH:12]=[C:11]([C@H:9]4[CH2:8][C@H:7]([O:30][C:31](=[O:38])[C:32]5[CH:33]=[CH:34][CH:35]=[CH:36][CH:37]=5)[CH:6]([CH2:5][O:4][S:39](=[O:42])(=[O:41])[NH2:40])[CH2:10]4)[N:19]3[N:18]=[CH:17][N:16]=2)[C:29]2[C:24](=[CH:25][CH:26]=[CH:27][CH:28]=2)[CH2:23][CH2:22]1. (7) The product is: [O:1]1[CH:5]=[CH:4][CH:3]=[C:2]1[C:6](=[N:9][OH:10])[CH:7]([CH3:8])[C:20](=[O:22])[C:19]([O:26][CH2:27][CH3:28])=[O:25]. Given the reactants [O:1]1[CH:5]=[CH:4][CH:3]=[C:2]1[C:6](=[N:9][OH:10])[CH2:7][CH3:8].[Li+].CC([N-]C(C)C)C.[C:19]([O:26][CH2:27][CH3:28])(=[O:25])[C:20]([O:22]CC)=O, predict the reaction product. (8) Given the reactants [C:1]([O:5][C:6]([N:8]1[CH2:12][CH2:11][CH2:10][C@H:9]1[C:13]([OH:15])=O)=[O:7])([CH3:4])([CH3:3])[CH3:2].[F:16][C:17]([F:37])([F:36])[C:18]1[CH:19]=[C:20]([S:24]([N:27]2[CH2:31][C@@H:30]3[C@@H:32]([NH2:35])[CH2:33][CH2:34][C@@H:29]3[CH2:28]2)(=[O:26])=[O:25])[CH:21]=[CH:22][CH:23]=1.F[C:39](F)(F)C1C=C(S(N2C[C@H]3[C@H](N)CC[C@H]3C2)(=O)=O)C=CC=1, predict the reaction product. The product is: [CH3:12][N:8]([C@@H:9]([CH2:10][CH2:11][CH3:39])[C:13](=[O:15])[NH:35][C@@H:32]1[C@@H:30]2[C@@H:29]([CH2:28][N:27]([S:24]([C:20]3[CH:21]=[CH:22][CH:23]=[C:18]([C:17]([F:16])([F:36])[F:37])[CH:19]=3)(=[O:25])=[O:26])[CH2:31]2)[CH2:34][CH2:33]1)[C:6](=[O:7])[O:5][C:1]([CH3:2])([CH3:3])[CH3:4].